Dataset: Peptide-MHC class I binding affinity with 185,985 pairs from IEDB/IMGT. Task: Regression. Given a peptide amino acid sequence and an MHC pseudo amino acid sequence, predict their binding affinity value. This is MHC class I binding data. The peptide sequence is PPPRKKRTVV. The MHC is Mamu-A01 with pseudo-sequence Mamu-A01. The binding affinity (normalized) is 0.